From a dataset of Reaction yield outcomes from USPTO patents with 853,638 reactions. Predict the reaction yield, written as a fraction of the theoretical maximum amount of product (1.0 means a 100% yield; for example, 0.34 means a 34% yield). The reactants are [NH2:1][C@H:2]1[CH2:7][CH2:6][CH2:5][C@@H:4]([NH:8][C:9](=[O:15])[O:10][C:11]([CH3:14])([CH3:13])[CH3:12])[CH2:3]1.[Cl:16][C:17]1[CH:18]=[C:19]2[C:25]([C:26]3[N:31]=[C:30](S(C)=O)[C:29]([F:35])=[CH:28][N:27]=3)=[CH:24][N:23]([S:36]([C:39]3[CH:44]=[CH:43][C:42]([CH3:45])=[CH:41][CH:40]=3)(=[O:38])=[O:37])[C:20]2=[N:21][CH:22]=1. The catalyst is C1COCC1. The product is [Cl:16][C:17]1[CH:18]=[C:19]2[C:25]([C:26]3[N:31]=[C:30]([NH:1][C@H:2]4[CH2:7][CH2:6][CH2:5][C@@H:4]([NH:8][C:9](=[O:15])[O:10][C:11]([CH3:12])([CH3:14])[CH3:13])[CH2:3]4)[C:29]([F:35])=[CH:28][N:27]=3)=[CH:24][N:23]([S:36]([C:39]3[CH:44]=[CH:43][C:42]([CH3:45])=[CH:41][CH:40]=3)(=[O:38])=[O:37])[C:20]2=[N:21][CH:22]=1. The yield is 0.380.